From a dataset of NCI-60 drug combinations with 297,098 pairs across 59 cell lines. Regression. Given two drug SMILES strings and cell line genomic features, predict the synergy score measuring deviation from expected non-interaction effect. (1) Cell line: HCT116. Drug 2: CCN(CC)CCCC(C)NC1=C2C=C(C=CC2=NC3=C1C=CC(=C3)Cl)OC. Drug 1: CNC(=O)C1=NC=CC(=C1)OC2=CC=C(C=C2)NC(=O)NC3=CC(=C(C=C3)Cl)C(F)(F)F. Synergy scores: CSS=31.9, Synergy_ZIP=2.06, Synergy_Bliss=3.83, Synergy_Loewe=-27.6, Synergy_HSA=2.52. (2) Drug 1: CNC(=O)C1=CC=CC=C1SC2=CC3=C(C=C2)C(=NN3)C=CC4=CC=CC=N4. Drug 2: C1=CC(=CC=C1CCC2=CNC3=C2C(=O)NC(=N3)N)C(=O)NC(CCC(=O)O)C(=O)O. Cell line: MOLT-4. Synergy scores: CSS=73.7, Synergy_ZIP=5.22, Synergy_Bliss=5.47, Synergy_Loewe=-3.15, Synergy_HSA=6.32. (3) Drug 1: CS(=O)(=O)CCNCC1=CC=C(O1)C2=CC3=C(C=C2)N=CN=C3NC4=CC(=C(C=C4)OCC5=CC(=CC=C5)F)Cl. Drug 2: CCN(CC)CCNC(=O)C1=C(NC(=C1C)C=C2C3=C(C=CC(=C3)F)NC2=O)C. Cell line: HCT116. Synergy scores: CSS=3.07, Synergy_ZIP=1.80, Synergy_Bliss=3.64, Synergy_Loewe=-0.350, Synergy_HSA=-2.42. (4) Drug 1: CS(=O)(=O)C1=CC(=C(C=C1)C(=O)NC2=CC(=C(C=C2)Cl)C3=CC=CC=N3)Cl. Drug 2: CCCCCOC(=O)NC1=NC(=O)N(C=C1F)C2C(C(C(O2)C)O)O. Cell line: COLO 205. Synergy scores: CSS=-5.54, Synergy_ZIP=2.29, Synergy_Bliss=1.31, Synergy_Loewe=-6.37, Synergy_HSA=-5.88. (5) Drug 1: CCC1(CC2CC(C3=C(CCN(C2)C1)C4=CC=CC=C4N3)(C5=C(C=C6C(=C5)C78CCN9C7C(C=CC9)(C(C(C8N6C=O)(C(=O)OC)O)OC(=O)C)CC)OC)C(=O)OC)O.OS(=O)(=O)O. Drug 2: C#CCC(CC1=CN=C2C(=N1)C(=NC(=N2)N)N)C3=CC=C(C=C3)C(=O)NC(CCC(=O)O)C(=O)O. Cell line: SNB-75. Synergy scores: CSS=35.6, Synergy_ZIP=-0.192, Synergy_Bliss=-7.07, Synergy_Loewe=18.1, Synergy_HSA=-2.45. (6) Drug 1: CN1CCC(CC1)COC2=C(C=C3C(=C2)N=CN=C3NC4=C(C=C(C=C4)Br)F)OC. Drug 2: C1CNP(=O)(OC1)N(CCCl)CCCl. Cell line: COLO 205. Synergy scores: CSS=-7.74, Synergy_ZIP=2.30, Synergy_Bliss=-5.05, Synergy_Loewe=-11.1, Synergy_HSA=-12.6. (7) Drug 1: CC1OCC2C(O1)C(C(C(O2)OC3C4COC(=O)C4C(C5=CC6=C(C=C35)OCO6)C7=CC(=C(C(=C7)OC)O)OC)O)O. Drug 2: CN(C)N=NC1=C(NC=N1)C(=O)N. Cell line: SK-OV-3. Synergy scores: CSS=15.3, Synergy_ZIP=1.53, Synergy_Bliss=5.70, Synergy_Loewe=1.74, Synergy_HSA=7.11. (8) Synergy scores: CSS=35.3, Synergy_ZIP=-0.316, Synergy_Bliss=0.388, Synergy_Loewe=-13.1, Synergy_HSA=0.375. Drug 1: CN(CC1=CN=C2C(=N1)C(=NC(=N2)N)N)C3=CC=C(C=C3)C(=O)NC(CCC(=O)O)C(=O)O. Drug 2: C1=NC2=C(N=C(N=C2N1C3C(C(C(O3)CO)O)F)Cl)N. Cell line: OVCAR3. (9) Drug 1: CCCCCOC(=O)NC1=NC(=O)N(C=C1F)C2C(C(C(O2)C)O)O. Drug 2: C1=CC=C(C(=C1)C(C2=CC=C(C=C2)Cl)C(Cl)Cl)Cl. Cell line: CCRF-CEM. Synergy scores: CSS=13.2, Synergy_ZIP=14.8, Synergy_Bliss=9.44, Synergy_Loewe=6.25, Synergy_HSA=1.51. (10) Drug 1: CC1=CC=C(C=C1)C2=CC(=NN2C3=CC=C(C=C3)S(=O)(=O)N)C(F)(F)F. Drug 2: CN(CCCl)CCCl.Cl. Cell line: UACC-257. Synergy scores: CSS=7.52, Synergy_ZIP=-2.28, Synergy_Bliss=0.330, Synergy_Loewe=-3.63, Synergy_HSA=-0.169.